This data is from Peptide-MHC class I binding affinity with 185,985 pairs from IEDB/IMGT. The task is: Regression. Given a peptide amino acid sequence and an MHC pseudo amino acid sequence, predict their binding affinity value. This is MHC class I binding data. (1) The peptide sequence is MENKAWLVH. The MHC is HLA-B44:03 with pseudo-sequence HLA-B44:03. The binding affinity (normalized) is 0.526. (2) The peptide sequence is VSYNDYFNV. The MHC is HLA-A24:02 with pseudo-sequence HLA-A24:02. The binding affinity (normalized) is 0. (3) The peptide sequence is AYISSEATTPV. The MHC is Mamu-A07 with pseudo-sequence Mamu-A07. The binding affinity (normalized) is 0. (4) The peptide sequence is YMWQVKTQR. The MHC is HLA-A33:01 with pseudo-sequence HLA-A33:01. The binding affinity (normalized) is 0.975.